Dataset: Forward reaction prediction with 1.9M reactions from USPTO patents (1976-2016). Task: Predict the product of the given reaction. (1) Given the reactants [CH2:1]([O:5][C:6]1[C:15]2[C:10](=[CH:11][CH:12]=[C:13]([N:16]3[CH:20]=[CH:19][CH:18]=[CH:17]3)[CH:14]=2)[C:9](=[O:21])[N:8]([CH2:22][CH:23]([CH3:25])[CH3:24])[C:7]=1[CH2:26][NH:27]C(=O)OC(C)(C)C)[CH2:2][CH2:3][CH3:4].[ClH:35], predict the reaction product. The product is: [ClH:35].[ClH:35].[NH2:27][CH2:26][C:7]1[N:8]([CH2:22][CH:23]([CH3:24])[CH3:25])[C:9](=[O:21])[C:10]2[C:15]([C:6]=1[O:5][CH2:1][CH2:2][CH2:3][CH3:4])=[CH:14][C:13]([N:16]1[CH:20]=[CH:19][CH:18]=[CH:17]1)=[CH:12][CH:11]=2. (2) Given the reactants [NH:1]1[CH2:5][CH2:4][CH:3]([OH:6])[CH2:2]1.C(N(CC)CC)C.[CH2:14]([O:21][C:22](Cl)=[O:23])[C:15]1[CH:20]=[CH:19][CH:18]=[CH:17][CH:16]=1, predict the reaction product. The product is: [CH2:14]([O:21][C:22]([N:1]1[CH2:5][CH2:4][CH:3]([OH:6])[CH2:2]1)=[O:23])[C:15]1[CH:20]=[CH:19][CH:18]=[CH:17][CH:16]=1. (3) The product is: [O:13]=[C:12]1[C:11]2[C:10](=[CH:17][CH:16]=[CH:15][CH:14]=2)[C:9](=[O:18])[N:8]1[O:7][CH2:20][C:21]([NH2:23])=[O:22]. Given the reactants C(=O)([O-])[O-].[K+].[K+].[OH:7][N:8]1[C:12](=[O:13])[C:11]2=[CH:14][CH:15]=[CH:16][CH:17]=[C:10]2[C:9]1=[O:18].Br[CH2:20][C:21]([NH2:23])=[O:22].O, predict the reaction product. (4) Given the reactants Br[C:2]1[CH:3]=[C:4]([O:9][CH3:10])[C:5]([Cl:8])=[N:6][CH:7]=1.[Cl:11][C:12]1[C:17]([F:18])=[CH:16][CH:15]=[C:14]([Cl:19])[C:13]=1[C@H:20]([O:22][C:23]1[C:24]([NH2:38])=[N:25][CH:26]=[C:27](B2OC(C)(C)C(C)(C)O2)[CH:28]=1)[CH3:21].C([O-])([O-])=O.[Cs+].[Cs+], predict the reaction product. The product is: [Cl:8][C:5]1[N:6]=[CH:7][C:2]([C:27]2[CH:26]=[N:25][C:24]([NH2:38])=[C:23]([O:22][C@@H:20]([C:13]3[C:14]([Cl:19])=[CH:15][CH:16]=[C:17]([F:18])[C:12]=3[Cl:11])[CH3:21])[CH:28]=2)=[CH:3][C:4]=1[O:9][CH3:10]. (5) Given the reactants C([O:9][C@@H:10]1[C@@H:33]([O:34]C(=O)C2C=CC=CC=2)[C@H:32]([O:43]C(=O)C2C=CC=CC=2)[C@@H:31]([C@@H:52]([CH3:62])[O:53]C(=O)C2C=CC=CC=2)[O:30][C@H:11]1[O:12][C:13]1[C:18]([CH2:19][C:20]2[CH:25]=[CH:24][C:23]([CH2:26][CH3:27])=[CH:22][CH:21]=2)=[C:17]([CH3:28])[CH:16]=[C:15]([CH3:29])[N:14]=1)(=O)C1C=CC=CC=1.C(=O)([O-])[O-].[K+].[K+], predict the reaction product. The product is: [O:12]([C:13]1[C:18]([CH2:19][C:20]2[CH:21]=[CH:22][C:23]([CH2:26][CH3:27])=[CH:24][CH:25]=2)=[C:17]([CH3:28])[CH:16]=[C:15]([CH3:29])[N:14]=1)[C@@H:11]1[O:30][C@H:31]([C@@H:52]([CH3:62])[OH:53])[C@@H:32]([OH:43])[C@H:33]([OH:34])[C@H:10]1[OH:9]. (6) The product is: [F:1][C:2]1[CH:7]=[CH:6][C:5]([CH2:8][C:9]2[CH:18]=[C:17]3[C:12]([C:13]([OH:29])=[C:14]([C:24]([NH:30][CH:31]([CH3:34])[CH2:32][OH:33])=[O:25])[C:15](=[O:23])[N:16]3[CH2:19][CH2:20][CH2:21][OH:22])=[N:11][CH:10]=2)=[CH:4][CH:3]=1. Given the reactants [F:1][C:2]1[CH:7]=[CH:6][C:5]([CH2:8][C:9]2[CH:18]=[C:17]3[C:12]([C:13]([OH:29])=[C:14]([C:24](OCC)=[O:25])[C:15](=[O:23])[N:16]3[CH2:19][CH2:20][CH2:21][OH:22])=[N:11][CH:10]=2)=[CH:4][CH:3]=1.[NH2:30][CH:31]([CH3:34])[CH2:32][OH:33], predict the reaction product. (7) Given the reactants [OH:1][C:2]1[CH:7]=[C:6]([CH3:8])[C:5]([S:9][CH3:10])=[CH:4][C:3]=1[C:11](=[O:13])[CH3:12].Cl[C:15]1[C:24]2[C:19](=[CH:20][C:21]([O:27][CH3:28])=[C:22]([O:25][CH3:26])[CH:23]=2)[N:18]=[CH:17][CH:16]=1.O, predict the reaction product. The product is: [CH3:26][O:25][C:22]1[CH:23]=[C:24]2[C:19](=[CH:20][C:21]=1[O:27][CH3:28])[N:18]=[CH:17][CH:16]=[C:15]2[O:1][C:2]1[CH:7]=[C:6]([CH3:8])[C:5]([S:9][CH3:10])=[CH:4][C:3]=1[C:11](=[O:13])[CH3:12]. (8) Given the reactants [C:1]1([SH:7])[CH:6]=[CH:5][CH:4]=[CH:3][CH:2]=1.[H-].[Na+].[NH2:10][C:11]1[C:16](Br)=[N:15][C:14]([C:18]2[CH:23]=[CH:22][CH:21]=[CH:20][CH:19]=2)=[CH:13][N:12]=1, predict the reaction product. The product is: [NH2:10][C:11]1[C:16]([S:7][C:1]2[CH:6]=[CH:5][CH:4]=[CH:3][CH:2]=2)=[N:15][C:14]([C:18]2[CH:23]=[CH:22][CH:21]=[CH:20][CH:19]=2)=[CH:13][N:12]=1.